This data is from Forward reaction prediction with 1.9M reactions from USPTO patents (1976-2016). The task is: Predict the product of the given reaction. (1) Given the reactants Cl.C(OCC)(=O)C.C(OC(=O)[NH:14][CH:15]1[CH2:20][CH2:19][N:18]([C:21]2[CH:26]=[CH:25][C:24]([NH:27][C:28](=[O:43])[C:29]3[CH:34]=[C:33]([Cl:35])[CH:32]=[CH:31][C:30]=3[O:36]COCCOC)=[CH:23][C:22]=2[F:44])[CH2:17][CH2:16]1)(C)(C)C, predict the reaction product. The product is: [ClH:35].[NH2:14][CH:15]1[CH2:16][CH2:17][N:18]([C:21]2[CH:26]=[CH:25][C:24]([NH:27][C:28](=[O:43])[C:29]3[CH:34]=[C:33]([Cl:35])[CH:32]=[CH:31][C:30]=3[OH:36])=[CH:23][C:22]=2[F:44])[CH2:19][CH2:20]1. (2) Given the reactants [Cl:1][C:2]1[C:3]([CH2:22]O)=[N:4][CH:5]=[C:6]([C:8]2[CH:9]([CH3:21])[CH2:10][N:11]([C:14]([O:16][C:17]([CH3:20])([CH3:19])[CH3:18])=[O:15])[CH2:12][CH:13]=2)[CH:7]=1.[N:24]1([C:29]2[CH:30]=[C:31]3[C:35](=[CH:36][CH:37]=2)[NH:34][CH:33]=[CH:32]3)[CH:28]=[N:27][CH:26]=[N:25]1, predict the reaction product. The product is: [Cl:1][C:2]1[C:3]([CH2:22][N:34]2[C:35]3[C:31](=[CH:30][C:29]([N:24]4[CH:28]=[N:27][CH:26]=[N:25]4)=[CH:37][CH:36]=3)[CH:32]=[CH:33]2)=[N:4][CH:5]=[C:6]([C:8]2[CH:9]([CH3:21])[CH2:10][N:11]([C:14]([O:16][C:17]([CH3:20])([CH3:19])[CH3:18])=[O:15])[CH2:12][CH:13]=2)[CH:7]=1. (3) Given the reactants [CH3:1][C:2]1[CH:7]=[C:6]([C:8]([OH:10])=O)[CH:5]=[CH:4][C:3]=1[C:11]1[CH:16]=[CH:15][CH:14]=[CH:13][C:12]=1[CH3:17].[NH2:18][C:19](=[N:30]O)[C:20]1[CH:29]=[CH:28][C:23]([C:24]([O:26][CH3:27])=[O:25])=[CH:22][CH:21]=1, predict the reaction product. The product is: [CH3:1][C:2]1[CH:7]=[C:6]([C:8]2[O:10][N:30]=[C:19]([C:20]3[CH:29]=[CH:28][C:23]([C:24]([O:26][CH3:27])=[O:25])=[CH:22][CH:21]=3)[N:18]=2)[CH:5]=[CH:4][C:3]=1[C:11]1[CH:16]=[CH:15][CH:14]=[CH:13][C:12]=1[CH3:17]. (4) Given the reactants [CH2:1]([N:8]1[C:12](=[O:13])[CH2:11][S:10][C:9]1=[S:14])[C:2]1[CH:7]=[CH:6][CH:5]=[CH:4][CH:3]=1.[F:15][C:16]([F:31])([F:30])[C:17]1[CH:18]=[C:19]([C:23]2[O:27][C:26]([CH:28]=O)=[CH:25][CH:24]=2)[CH:20]=[CH:21][CH:22]=1.N1CCCCC1, predict the reaction product. The product is: [CH2:1]([N:8]1[C:12](=[O:13])/[C:11](=[CH:28]\[C:26]2[O:27][C:23]([C:19]3[CH:20]=[CH:21][CH:22]=[C:17]([C:16]([F:30])([F:15])[F:31])[CH:18]=3)=[CH:24][CH:25]=2)/[S:10][C:9]1=[S:14])[C:2]1[CH:3]=[CH:4][CH:5]=[CH:6][CH:7]=1. (5) Given the reactants Cl[C:2]1[CH:3]=[C:4]([CH:28]=[CH:29][C:30]=1[F:31])[CH2:5][N:6]1[CH2:15][CH2:14][C:13]2[C:8](=[C:9]([O:25][CH3:26])[C:10](=[O:24])[N:11]3[CH2:21][CH2:20][CH2:19][CH2:18][N:17]([CH3:22])[C:16](=[O:23])[C:12]3=2)[C:7]1=[O:27].[H][H], predict the reaction product. The product is: [F:31][C:30]1[CH:2]=[CH:3][C:4]([CH2:5][N:6]2[CH2:15][CH2:14][C:13]3[C:8](=[C:9]([O:25][CH3:26])[C:10](=[O:24])[N:11]4[CH2:21][CH2:20][CH2:19][CH2:18][N:17]([CH3:22])[C:16](=[O:23])[C:12]4=3)[C:7]2=[O:27])=[CH:28][CH:29]=1. (6) Given the reactants [CH:1]([C@@H:3]1[CH2:7][CH2:6][CH2:5][N:4]1[C:8]([O:10][C:11]([CH3:14])([CH3:13])[CH3:12])=[O:9])=O.C1C=CC(P(C2C=CC=CC=2)C2C=CC=CC=2)=CC=1.CC[N:36](C(C)C)[CH:37]([CH3:39])C.C[N:44](C=O)C, predict the reaction product. The product is: [NH:44]1[CH:39]=[CH:37][N:36]=[C:1]1[C@@H:3]1[CH2:7][CH2:6][CH2:5][N:4]1[C:8]([O:10][C:11]([CH3:14])([CH3:13])[CH3:12])=[O:9]. (7) Given the reactants [F:1][CH:2]([F:15])[O:3][C:4]1[N:9]=[C:8]([C:10]([CH3:14])([CH3:13])[C:11]#[N:12])[CH:7]=[CH:6][CH:5]=1.C(=O)([O-])[O-:17].[K+].[K+].OO, predict the reaction product. The product is: [F:15][CH:2]([F:1])[O:3][C:4]1[N:9]=[C:8]([C:10]([CH3:13])([CH3:14])[C:11]([NH2:12])=[O:17])[CH:7]=[CH:6][CH:5]=1. (8) Given the reactants [N+:1]([C:4]1[CH:9]=[CH:8][C:7]([C:10]2[CH:15]=[CH:14][CH:13]=[CH:12][CH:11]=2)=[CH:6][C:5]=1[NH:16][C:17](=[O:28])[CH2:18][CH2:19][CH2:20][CH2:21][CH2:22][CH2:23][C:24]([O:26][CH3:27])=[O:25])([O-])=O.C([O-])=O.[NH4+], predict the reaction product. The product is: [NH2:1][C:4]1[CH:9]=[CH:8][C:7]([C:10]2[CH:15]=[CH:14][CH:13]=[CH:12][CH:11]=2)=[CH:6][C:5]=1[NH:16][C:17](=[O:28])[CH2:18][CH2:19][CH2:20][CH2:21][CH2:22][CH2:23][C:24]([O:26][CH3:27])=[O:25]. (9) Given the reactants [CH3:1][N:2]1[C:6](=[O:7])[NH:5][N:4]=[C:3]1[S:8][C:9]1[CH:17]=[C:16]([C:18]([F:21])([F:20])[F:19])[CH:15]=[CH:14][C:10]=1[C:11]([OH:13])=O.[C:22]1(=[O:29])[CH2:27][CH2:26][CH2:25][C:24](=[O:28])[CH2:23]1.C1(N=C=NC2CCCCC2)CCCCC1.C(N(CC)CC)C.C[Si](C#N)(C)C, predict the reaction product. The product is: [CH3:1][N:2]1[C:6](=[O:7])[NH:5][N:4]=[C:3]1[S:8][C:9]1[CH:17]=[C:16]([C:18]([F:21])([F:20])[F:19])[CH:15]=[CH:14][C:10]=1[C:11]([CH:23]1[C:24](=[O:28])[CH2:25][CH2:26][CH2:27][C:22]1=[O:29])=[O:13].